Task: Predict which catalyst facilitates the given reaction.. Dataset: Catalyst prediction with 721,799 reactions and 888 catalyst types from USPTO (1) Reactant: Cl[C:2]1[N:11]=[C:10]([NH:12][CH2:13][CH:14]([C:21]2[CH:26]=[CH:25][CH:24]=[CH:23][CH:22]=2)[C:15]2[CH:20]=[CH:19][CH:18]=[CH:17][CH:16]=2)[C:9]2[C:4](=[CH:5][CH:6]=[CH:7][CH:8]=2)[N:3]=1.[CH2:27]1[C:35]2[C:30](=[CH:31][CH:32]=[CH:33][CH:34]=2)[CH2:29][NH:28]1. Product: [C:15]1([CH:14]([C:21]2[CH:26]=[CH:25][CH:24]=[CH:23][CH:22]=2)[CH2:13][NH:12][C:10]2[C:9]3[C:4](=[CH:5][CH:6]=[CH:7][CH:8]=3)[N:3]=[C:2]([N:28]3[CH2:29][C:30]4[C:35](=[CH:34][CH:33]=[CH:32][CH:31]=4)[CH2:27]3)[N:11]=2)[CH:20]=[CH:19][CH:18]=[CH:17][CH:16]=1. The catalyst class is: 8. (2) Reactant: [F:1][C:2]1[C:3]([C:20]2[CH:21]=[N:22][C:23]([C:27]([F:30])([F:29])[F:28])=[C:24]([F:26])[CH:25]=2)=[CH:4][C:5]([CH2:8][N:9]2C(=O)C3C(=CC=CC=3)C2=O)=[N:6][CH:7]=1.O.NN. The catalyst class is: 5. Product: [F:1][C:2]1[C:3]([C:20]2[CH:21]=[N:22][C:23]([C:27]([F:29])([F:30])[F:28])=[C:24]([F:26])[CH:25]=2)=[CH:4][C:5]([CH2:8][NH2:9])=[N:6][CH:7]=1. (3) Reactant: [CH:1]1([CH2:7][CH2:8][C:9]([OH:11])=O)[CH2:6][CH2:5][CH2:4][CH2:3][CH2:2]1.C1(P(C2C=CC=CC=2)C2C=CC=CC=2)C=CC=CC=1.[CH:31]1[CH:36]=[C:35]([S:37][S:37][C:35]2[N:34]=[CH:33][CH:32]=[CH:31][CH:36]=2)[N:34]=[CH:33][CH:32]=1. Product: [N:34]1[CH:33]=[CH:32][CH:31]=[CH:36][C:35]=1[S:37][C:9](=[O:11])[CH2:8][CH2:7][CH:1]1[CH2:2][CH2:3][CH2:4][CH2:5][CH2:6]1. The catalyst class is: 2. (4) Reactant: [F:1][C:2]1[CH:10]=[CH:9][C:8]2[N:7]([CH2:11][C:12]([C:15]3[CH:20]=[CH:19][N:18]=[CH:17][CH:16]=3)(O)[CH3:13])[C:6]3[CH2:21][CH2:22][N:23]([CH3:25])[CH2:24][C:5]=3[C:4]=2[CH:3]=1.[OH-].[K+]. Product: [F:1][C:2]1[CH:10]=[CH:9][C:8]2[N:7](/[CH:11]=[C:12](/[C:15]3[CH:20]=[CH:19][N:18]=[CH:17][CH:16]=3)\[CH3:13])[C:6]3[CH2:21][CH2:22][N:23]([CH3:25])[CH2:24][C:5]=3[C:4]=2[CH:3]=1. The catalyst class is: 309. (5) Reactant: [CH3:1][CH:2]1[NH:7][CH2:6][C:5]2[C:8]([C:11]3[S:12][CH:13]=[CH:14][CH:15]=3)=[N:9][NH:10][C:4]=2[CH2:3]1.[Cl:16][C:17]1[CH:18]=[C:19]([NH:23][C:24](=O)[O:25]C2C=CC=CC=2)[CH:20]=[CH:21][CH:22]=1.O. Product: [Cl:16][C:17]1[CH:18]=[C:19]([NH:23][C:24]([N:7]2[CH:2]([CH3:1])[CH2:3][C:4]3[NH:10][N:9]=[C:8]([C:11]4[S:12][CH:13]=[CH:14][CH:15]=4)[C:5]=3[CH2:6]2)=[O:25])[CH:20]=[CH:21][CH:22]=1. The catalyst class is: 2. (6) Reactant: [NH2:1][CH2:2][CH2:3][N:4]([CH3:8])[CH2:5][CH2:6][NH2:7].[N+:9]([C:12]1[CH:17]=[CH:16][CH:15]=[CH:14][C:13]=1[S:18](Cl)(=[O:20])=[O:19])([O-:11])=[O:10]. Product: [NH2:1][CH2:2][CH2:3][N:4]([CH3:8])[CH2:5][CH2:6][NH:7][S:18]([C:13]1[CH:14]=[CH:15][CH:16]=[CH:17][C:12]=1[N+:9]([O-:11])=[O:10])(=[O:19])=[O:20]. The catalyst class is: 2. (7) Reactant: [OH:1][C:2]1[C:7]([OH:8])=[CH:6][CH:5]=[CH:4][N:3]=1.[Cl:9][C:10]1[CH:11]=[C:12]([CH:14]=[CH:15][CH:16]=1)[NH2:13]. Product: [Cl:9][C:10]1[CH:11]=[C:12]([NH:13][C:5]2[C:4]([NH:13][C:12]3[CH:14]=[CH:15][CH:16]=[C:10]([Cl:9])[CH:11]=3)=[N:3][C:2](=[O:1])[C:7](=[O:8])[CH:6]=2)[CH:14]=[CH:15][CH:16]=1. The catalyst class is: 283.